This data is from Full USPTO retrosynthesis dataset with 1.9M reactions from patents (1976-2016). The task is: Predict the reactants needed to synthesize the given product. (1) The reactants are: Br[C:2]1[CH:3]=[C:4]2[C:9](=[CH:10][CH:11]=1)[N:8]=[CH:7][CH:6]=[C:5]2[C:12]1[C:16]([C:17]2[CH:22]=[CH:21][CH:20]=[C:19]([CH3:23])[N:18]=2)=[N:15][N:14]2[CH2:24][CH2:25][CH2:26][C:13]=12.[C:27]([O-:30])(=[O:29])C.[Na+].Cl[CH2:33]Cl.[C]=O.[Br-]. Given the product [CH3:33][O:30][C:27]([C:2]1[CH:3]=[C:4]2[C:9](=[CH:10][CH:11]=1)[N:8]=[CH:7][CH:6]=[C:5]2[C:12]1[C:16]([C:17]2[CH:22]=[CH:21][CH:20]=[C:19]([CH3:23])[N:18]=2)=[N:15][N:14]2[CH2:24][CH2:25][CH2:26][C:13]=12)=[O:29], predict the reactants needed to synthesize it. (2) Given the product [F:12][C:13]1[C:39]([F:40])=[CH:38][CH:37]=[CH:36][C:14]=1[CH2:15][S:16][C:17]1[N:22]=[C:21]([NH:23][S:24]([N:27]2[CH2:28][CH2:29][CH:30]([N:5]3[CH2:6][CH2:7][N:2]([CH3:1])[CH2:3][CH2:4]3)[CH2:31][CH2:32]2)(=[O:25])=[O:26])[CH:20]=[C:19]([O:34][CH3:35])[N:18]=1, predict the reactants needed to synthesize it. The reactants are: [CH3:1][N:2]1[CH2:7][CH2:6][NH:5][CH2:4][CH2:3]1.C(O)(=O)C.[F:12][C:13]1[C:39]([F:40])=[CH:38][CH:37]=[CH:36][C:14]=1[CH2:15][S:16][C:17]1[N:22]=[C:21]([NH:23][S:24]([N:27]2[CH2:32][CH2:31][C:30](=O)[CH2:29][CH2:28]2)(=[O:26])=[O:25])[CH:20]=[C:19]([O:34][CH3:35])[N:18]=1.C(O[BH-](OC(=O)C)OC(=O)C)(=O)C.[Na+]. (3) Given the product [F:1][C:2]([F:29])([F:30])[CH2:3][O:4][CH2:5][CH2:6][O:7][CH2:8][CH2:9][O:10][CH2:11][CH2:12][O:13][CH2:14][CH2:15][O:16][CH2:17][CH2:18][O:19][CH2:20][CH2:21][O:22][CH2:23][C:24]([OH:26])=[O:25], predict the reactants needed to synthesize it. The reactants are: [F:1][C:2]([F:30])([F:29])[CH2:3][O:4][CH2:5][CH2:6][O:7][CH2:8][CH2:9][O:10][CH2:11][CH2:12][O:13][CH2:14][CH2:15][O:16][CH2:17][CH2:18][O:19][CH2:20][CH2:21][O:22][CH2:23][C:24]([O:26]CC)=[O:25].Cl.